From a dataset of Tyrosyl-DNA phosphodiesterase HTS with 341,365 compounds. Binary Classification. Given a drug SMILES string, predict its activity (active/inactive) in a high-throughput screening assay against a specified biological target. (1) The compound is O(C(=O)Nc1ccc(cc1)C(=O)/C=C\c1ccccc1)CC. The result is 0 (inactive). (2) The compound is S(CC(=O)NCc1occc1)c1nnc(c2ccccc2)cc1. The result is 0 (inactive).